This data is from NCI-60 drug combinations with 297,098 pairs across 59 cell lines. The task is: Regression. Given two drug SMILES strings and cell line genomic features, predict the synergy score measuring deviation from expected non-interaction effect. (1) Drug 1: CC1=C(N=C(N=C1N)C(CC(=O)N)NCC(C(=O)N)N)C(=O)NC(C(C2=CN=CN2)OC3C(C(C(C(O3)CO)O)O)OC4C(C(C(C(O4)CO)O)OC(=O)N)O)C(=O)NC(C)C(C(C)C(=O)NC(C(C)O)C(=O)NCCC5=NC(=CS5)C6=NC(=CS6)C(=O)NCCC[S+](C)C)O. Drug 2: CNC(=O)C1=NC=CC(=C1)OC2=CC=C(C=C2)NC(=O)NC3=CC(=C(C=C3)Cl)C(F)(F)F. Cell line: HL-60(TB). Synergy scores: CSS=-13.3, Synergy_ZIP=9.84, Synergy_Bliss=-0.547, Synergy_Loewe=-24.6, Synergy_HSA=-20.0. (2) Drug 1: C1C(C(OC1N2C=NC3=C(N=C(N=C32)Cl)N)CO)O. Drug 2: C(=O)(N)NO. Cell line: SF-268. Synergy scores: CSS=-3.05, Synergy_ZIP=-0.343, Synergy_Bliss=-2.28, Synergy_Loewe=-6.47, Synergy_HSA=-4.06. (3) Drug 2: COC1=C2C(=CC3=C1OC=C3)C=CC(=O)O2. Synergy scores: CSS=0.985, Synergy_ZIP=1.18, Synergy_Bliss=0.399, Synergy_Loewe=-1.88, Synergy_HSA=-2.46. Cell line: RXF 393. Drug 1: CS(=O)(=O)OCCCCOS(=O)(=O)C. (4) Cell line: T-47D. Drug 1: COC1=NC(=NC2=C1N=CN2C3C(C(C(O3)CO)O)O)N. Drug 2: CCCCC(=O)OCC(=O)C1(CC(C2=C(C1)C(=C3C(=C2O)C(=O)C4=C(C3=O)C=CC=C4OC)O)OC5CC(C(C(O5)C)O)NC(=O)C(F)(F)F)O. Synergy scores: CSS=38.0, Synergy_ZIP=-1.49, Synergy_Bliss=0.673, Synergy_Loewe=-8.54, Synergy_HSA=-0.668. (5) Drug 1: C1=CN(C(=O)N=C1N)C2C(C(C(O2)CO)O)O.Cl. Drug 2: C1CC(=O)NC(=O)C1N2C(=O)C3=CC=CC=C3C2=O. Cell line: T-47D. Synergy scores: CSS=4.29, Synergy_ZIP=0.479, Synergy_Bliss=2.25, Synergy_Loewe=-5.07, Synergy_HSA=-0.740.